The task is: Predict which catalyst facilitates the given reaction.. This data is from Catalyst prediction with 721,799 reactions and 888 catalyst types from USPTO. (1) Reactant: [CH2:1]([O:3][C:4](=[O:26])[CH2:5][CH2:6][C:7]([NH:9][C:10]1[CH:20]=[CH:19][C:18]([O:21][C:22]([F:25])([F:24])[F:23])=[CH:17][C:11]=1[C:12]([O:14]CC)=O)=[O:8])[CH3:2].CC(C)([O-])C.[K+].CS(C)=O.Cl. Product: [OH:14][C:12]1[C:11]2[CH:17]=[C:18]([O:21][C:22]([F:23])([F:24])[F:25])[CH:19]=[CH:20][C:10]=2[NH:9][C:7](=[O:8])[CH2:6][C:5]=1[C:4]([O:3][CH2:1][CH3:2])=[O:26]. The catalyst class is: 3. (2) Reactant: [F:1][C:2]1[CH:7]=[C:6]([O:8]C)[CH:5]=[C:4]([F:10])[C:3]=1[CH:11]([C:17]([O:19][CH2:20][CH3:21])=[O:18])[C:12]([O:14][CH2:15][CH3:16])=[O:13].B(Br)(Br)Br.C(=O)(O)[O-].[Na+]. Product: [F:1][C:2]1[CH:7]=[C:6]([OH:8])[CH:5]=[C:4]([F:10])[C:3]=1[CH:11]([C:17]([O:19][CH2:20][CH3:21])=[O:18])[C:12]([O:14][CH2:15][CH3:16])=[O:13]. The catalyst class is: 2. (3) Reactant: [CH3:1][CH:2]([CH3:4])O.[N:5]1[CH:10]=[CH:9][CH:8]=[CH:7][CH:6]=1.[Li]CCCC.C([O-])(O)=O.[Na+]. Product: [CH2:1]=[CH:2][CH3:4].[N:5]1[CH:10]=[CH:9][CH:8]=[CH:7][CH:6]=1. The catalyst class is: 1. (4) Reactant: [C:1]([CH2:3][CH2:4][N:5]([CH2:21][CH2:22][C:23]#[N:24])[CH2:6][CH2:7][CH2:8][CH2:9][CH2:10][CH2:11][N:12]([CH2:17][CH2:18][C:19]#[N:20])[CH2:13][CH2:14][C:15]#[N:16])#[N:2].[H][H]. Product: [NH2:16][CH2:15][CH2:14][CH2:13][N:12]([CH2:17][CH2:18][CH2:19][NH2:20])[CH2:11][CH2:10][CH2:9][CH2:8][CH2:7][CH2:6][N:5]([CH2:4][CH2:3][CH2:1][NH2:2])[CH2:21][CH2:22][CH2:23][NH2:24]. The catalyst class is: 12. (5) Reactant: [Cl:1][C:2]1[C:10]([C:11]#[N:12])=[CH:9][CH:8]=[C:7]2[C:3]=1[CH:4]=[C:5]([C:18]([NH2:20])=O)[N:6]2[CH2:13][C:14]([F:17])([F:16])[F:15].N1C=CC=CC=1.C(OC(C(F)(F)F)=O)(C(F)(F)F)=O. Product: [Cl:1][C:2]1[C:10]([C:11]#[N:12])=[CH:9][CH:8]=[C:7]2[C:3]=1[CH:4]=[C:5]([C:18]#[N:20])[N:6]2[CH2:13][C:14]([F:16])([F:17])[F:15]. The catalyst class is: 2. (6) Reactant: [NH2:1][C:2]1[C:6]2[CH:7]=[C:8]([Cl:11])[CH:9]=[CH:10][C:5]=2[O:4][C:3]=1[C:12](=[O:23])[C:13]1[CH:18]=[C:17]([O:19][CH3:20])[CH:16]=[CH:15][C:14]=1[O:21]C.C[S-].[Na+].[Br-].[Li+]. Product: [NH2:1][C:2]1[C:6]2[CH:7]=[C:8]([Cl:11])[CH:9]=[CH:10][C:5]=2[O:4][C:3]=1[C:12](=[O:23])[C:13]1[CH:18]=[C:17]([O:19][CH3:20])[CH:16]=[CH:15][C:14]=1[OH:21]. The catalyst class is: 3. (7) Reactant: Br[CH2:2][C:3]1[CH:4]=[C:5]([CH:10]=[CH:11][C:12]=1[CH2:13]Br)[C:6]([O:8][CH3:9])=[O:7].[Cl:15][C:16]1[C:17]2[CH2:24][C:23](=[O:25])[NH:22][C:18]=2[N:19]=[CH:20][N:21]=1.C(=O)([O-])[O-].[Cs+].[Cs+].O. Product: [Cl:15][C:16]1[C:17]2[C@@:24]3([CH2:2][C:3]4[C:12](=[CH:11][CH:10]=[C:5]([C:6]([O:8][CH3:9])=[O:7])[CH:4]=4)[CH2:13]3)[C:23](=[O:25])[NH:22][C:18]=2[N:19]=[CH:20][N:21]=1. The catalyst class is: 9.